From a dataset of Catalyst prediction with 721,799 reactions and 888 catalyst types from USPTO. Predict which catalyst facilitates the given reaction. (1) Reactant: [F:1][C:2]1[CH:3]=[C:4]([NH:14][C:15](=[O:23])OC2C=CC=CC=2)[CH:5]=[CH:6][C:7]=1[CH2:8][NH:9][S:10]([CH3:13])(=[O:12])=[O:11].[C:24]1([CH3:42])[CH:29]=[CH:28][CH:27]=[C:26]([C:30]2[C:35]([CH2:36][NH2:37])=[CH:34][CH:33]=[C:32]([C:38]([F:41])([F:40])[F:39])[N:31]=2)[CH:25]=1. Product: [F:1][C:2]1[CH:3]=[C:4]([NH:14][C:15]([NH:37][CH2:36][C:35]2[C:30]([C:26]3[CH:25]=[C:24]([CH3:42])[CH:29]=[CH:28][CH:27]=3)=[N:31][C:32]([C:38]([F:41])([F:39])[F:40])=[CH:33][CH:34]=2)=[O:23])[CH:5]=[CH:6][C:7]=1[CH2:8][NH:9][S:10]([CH3:13])(=[O:11])=[O:12]. The catalyst class is: 766. (2) Reactant: [NH2:1][C:2]1[CH:30]=[CH:29][C:5]([O:6][C:7]2[CH:12]=[CH:11][N:10]=[C:9]3[CH:13]=[C:14]([C:16]4[CH:21]=[CH:20][C:19]([C:22]([N:24]5[CH2:28][CH2:27][CH2:26][CH2:25]5)=[O:23])=[CH:18][CH:17]=4)[S:15][C:8]=23)=[C:4]([F:31])[CH:3]=1.[F:32][C:33]1[CH:38]=[C:37]([F:39])[CH:36]=[CH:35][C:34]=1[N:40]=[C:41]=[O:42]. Product: [F:32][C:33]1[CH:38]=[C:37]([F:39])[CH:36]=[CH:35][C:34]=1[NH:40][C:41]([NH:1][C:2]1[CH:30]=[CH:29][C:5]([O:6][C:7]2[CH:12]=[CH:11][N:10]=[C:9]3[CH:13]=[C:14]([C:16]4[CH:17]=[CH:18][C:19]([C:22]([N:24]5[CH2:28][CH2:27][CH2:26][CH2:25]5)=[O:23])=[CH:20][CH:21]=4)[S:15][C:8]=23)=[C:4]([F:31])[CH:3]=1)=[O:42]. The catalyst class is: 2.